From a dataset of Full USPTO retrosynthesis dataset with 1.9M reactions from patents (1976-2016). Predict the reactants needed to synthesize the given product. (1) Given the product [CH2:2]([C:18]1[CH:25]=[C:26]([C:21]2[S:20][CH:19]=[C:18]([CH2:6][CH2:7][CH2:8][CH2:9][CH2:10][CH2:11][CH2:12][CH2:13][CH2:14][CH2:15][CH2:16][CH3:17])[CH:22]=2)[S:20][CH:19]=1)[CH2:3][CH2:4][CH2:5][CH2:6][CH2:7][CH2:8][CH2:9][CH2:10][CH2:11][CH2:12][CH3:13], predict the reactants needed to synthesize it. The reactants are: [Li][CH2:2][CH2:3][CH2:4][CH3:5].[CH2:6]([C:18]1[CH:22]=[CH:21][S:20][CH:19]=1)[CH2:7][CH2:8][CH2:9][CH2:10][CH2:11][CH2:12][CH2:13][CH2:14][CH2:15][CH2:16][CH3:17].CN(C)[CH2:25][CH2:26]N(C)C. (2) Given the product [Cl:1][C:2]1[CH:3]=[CH:4][C:5]([C:8]2[CH:13]=[CH:12][N:11]3[C:14](=[O:31])[N:15]([CH2:17][C:18]4[C:19]([C:28]([NH:42][CH3:41])=[O:29])=[N:20][C:21]([C:24]([F:26])([F:25])[F:27])=[CH:22][CH:23]=4)[N:16]=[C:10]3[C:9]=2[C:32]2[CH:33]=[CH:34][N:35]=[CH:36][CH:37]=2)=[CH:6][CH:7]=1, predict the reactants needed to synthesize it. The reactants are: [Cl:1][C:2]1[CH:7]=[CH:6][C:5]([C:8]2[CH:13]=[CH:12][N:11]3[C:14](=[O:31])[N:15]([CH2:17][C:18]4[C:19]([C:28](Cl)=[O:29])=[N:20][C:21]([C:24]([F:27])([F:26])[F:25])=[CH:22][CH:23]=4)[N:16]=[C:10]3[C:9]=2[C:32]2[CH:37]=[CH:36][N:35]=[CH:34][CH:33]=2)=[CH:4][CH:3]=1.CN.C[CH2:41][N:42](CC)CC. (3) Given the product [F:22][C:23]1[CH:44]=[CH:43][C:26]([O:27][C:28]2[C:29]3[N:42]=[C:7]([C:2]4[CH:11]=[CH:6][CH:5]=[CH:4][N:3]=4)[NH:41][C:30]=3[CH:31]=[C:32]([O:34][C:35]3[CH:36]=[N:37][CH:38]=[CH:39][CH:40]=3)[CH:33]=2)=[CH:25][CH:24]=1, predict the reactants needed to synthesize it. The reactants are: N1[CH:6]=[CH:5][N:4]=[CH:3][C:2]=1[C:7](O)=O.Cl.[CH2:11](N=C=NCCCN(C)C)C.[F:22][C:23]1[CH:44]=[CH:43][C:26]([O:27][C:28]2[CH:33]=[C:32]([O:34][C:35]3[CH:36]=[N:37][CH:38]=[CH:39][CH:40]=3)[CH:31]=[C:30]([NH2:41])[C:29]=2[NH2:42])=[CH:25][CH:24]=1.FC1C=CC(O)=CC=1.OC1C=NC=CC=1.O.C1(C)C=CC(S(O)(=O)=O)=CC=1. (4) Given the product [NH2:1][C:4]1[CH:5]=[C:6]2[C:10](=[CH:11][CH:12]=1)[CH2:9][CH:8]([OH:13])[CH2:7]2, predict the reactants needed to synthesize it. The reactants are: [N+:1]([C:4]1[CH:5]=[C:6]2[C:10](=[CH:11][CH:12]=1)[CH2:9][CH:8]([OH:13])[CH2:7]2)([O-])=O. (5) Given the product [I:15][CH2:2][CH2:3][CH2:4][CH2:5][B:6]1[O:10][C:9]([CH3:12])([CH3:11])[C:8]([CH3:14])([CH3:13])[O:7]1, predict the reactants needed to synthesize it. The reactants are: Br[CH2:2][CH2:3][CH2:4][CH2:5][B:6]1[O:10][C:9]([CH3:12])([CH3:11])[C:8]([CH3:14])([CH3:13])[O:7]1.[I-:15].[Na+]. (6) Given the product [F:35][CH:7]1[CH2:6][CH2:5][CH2:4][N:3]([C:8]([O:10][C:11]([CH3:14])([CH3:13])[CH3:12])=[O:9])[C:2]1=[O:1], predict the reactants needed to synthesize it. The reactants are: [O:1]=[C:2]1[CH2:7][CH2:6][CH2:5][CH2:4][N:3]1[C:8]([O:10][C:11]([CH3:14])([CH3:13])[CH3:12])=[O:9].C[Si]([N-][Si](C)(C)C)(C)C.[Na+].C1C=CC(S(N(S(C2C=CC=CC=2)(=O)=O)[F:35])(=O)=O)=CC=1. (7) The reactants are: [CH2:1]([O:3][C:4](=[O:46])[NH:5][C@@H:6]1[CH2:11][CH2:10][N:9]([C:12]2[CH:17]=[C:16]([C:18]#[N:19])[CH:15]=[C:14]([NH:20][C:21]3[N:26]=[C:25]([N:27](CC)[CH2:28][C:29]4C=CC(OC)=CC=4)[C:24]4=[N:39][CH:40]=[C:41]([C:42]#[N:43])[N:23]4[N:22]=3)[C:13]=2[Cl:44])[CH2:8][C@H:7]1[OH:45])[CH3:2].C1(OC)C=CC=CC=1.C(O)(C(F)(F)F)=O. Given the product [Cl:44][C:13]1[C:14]([NH:20][C:21]2[N:26]=[C:25]([NH:27][CH2:28][CH3:29])[C:24]3=[N:39][CH:40]=[C:41]([C:42]#[N:43])[N:23]3[N:22]=2)=[CH:15][C:16]([C:18]#[N:19])=[CH:17][C:12]=1[N:9]1[CH2:10][CH2:11][C@@H:6]([NH:5][C:4](=[O:46])[O:3][CH2:1][CH3:2])[C@H:7]([OH:45])[CH2:8]1, predict the reactants needed to synthesize it.